Dataset: Full USPTO retrosynthesis dataset with 1.9M reactions from patents (1976-2016). Task: Predict the reactants needed to synthesize the given product. Given the product [Cl:1][C:2]1[CH:3]=[CH:4][C:5]([C:8]2[N:12]([CH2:13][C:14]([N:30]3[CH2:35][CH2:34][O:33][CH2:32][CH2:31]3)=[O:15])[C:11]3[CH:17]=[C:18]([C:20]([O:22][CH3:23])=[O:21])[S:19][C:10]=3[C:9]=2[CH:24]2[CH2:25][CH2:26][CH2:27][CH2:28][CH2:29]2)=[CH:6][CH:7]=1, predict the reactants needed to synthesize it. The reactants are: [Cl:1][C:2]1[CH:7]=[CH:6][C:5]([C:8]2[N:12]([CH2:13][C:14](O)=[O:15])[C:11]3[CH:17]=[C:18]([C:20]([O:22][CH3:23])=[O:21])[S:19][C:10]=3[C:9]=2[CH:24]2[CH2:29][CH2:28][CH2:27][CH2:26][CH2:25]2)=[CH:4][CH:3]=1.[NH:30]1[CH2:35][CH2:34][O:33][CH2:32][CH2:31]1.CCN(C(C)C)C(C)C.CN(C(ON1N=NC2C=CC=NC1=2)=[N+](C)C)C.F[P-](F)(F)(F)(F)F.